From a dataset of TCR-epitope binding with 47,182 pairs between 192 epitopes and 23,139 TCRs. Binary Classification. Given a T-cell receptor sequence (or CDR3 region) and an epitope sequence, predict whether binding occurs between them. The epitope is LPRRSGAAGA. The TCR CDR3 sequence is CASSLGGGGAYEQYF. Result: 0 (the TCR does not bind to the epitope).